From a dataset of Tyrosyl-DNA phosphodiesterase HTS with 341,365 compounds. Binary Classification. Given a drug SMILES string, predict its activity (active/inactive) in a high-throughput screening assay against a specified biological target. (1) The drug is s1c(C(=O)NNC(=S)NC(=O)c2ccc(C(C)(C)C)cc2)ccc1. The result is 0 (inactive). (2) The molecule is S(=O)(=O)(NC(CCSC)C(=O)NCc1ccccc1)c1sccc1. The result is 0 (inactive).